This data is from Peptide-MHC class II binding affinity with 134,281 pairs from IEDB. The task is: Regression. Given a peptide amino acid sequence and an MHC pseudo amino acid sequence, predict their binding affinity value. This is MHC class II binding data. The peptide sequence is CGGTGKNTIVIPKGD. The MHC is DRB1_0301 with pseudo-sequence DRB1_0301. The binding affinity (normalized) is 0.